From a dataset of Reaction yield outcomes from USPTO patents with 853,638 reactions. Predict the reaction yield, written as a fraction of the theoretical maximum amount of product (1.0 means a 100% yield; for example, 0.34 means a 34% yield). (1) The reactants are C[O:2][C:3]1[CH:12]=[CH:11][C:10]2[NH:9][C:8](=[O:13])[C:7]3[S:14][CH:15]=[CH:16][C:6]=3[C:5]=2[C:4]=1[C:17]1[CH:22]=[CH:21][C:20]([CH2:23][CH2:24][C:25]#[N:26])=[CH:19][CH:18]=1.BrB(Br)Br. No catalyst specified. The product is [OH:2][C:3]1[CH:12]=[CH:11][C:10]2[NH:9][C:8](=[O:13])[C:7]3[S:14][CH:15]=[CH:16][C:6]=3[C:5]=2[C:4]=1[C:17]1[CH:22]=[CH:21][C:20]([CH2:23][CH2:24][C:25]#[N:26])=[CH:19][CH:18]=1. The yield is 0.130. (2) The reactants are [OH:1][C:2]1[CH:3]=[C:4]([CH:8]=[CH:9][C:10]=1[N+:11]([O-:13])=[O:12])[C:5]([OH:7])=O.[CH2:14]([NH2:16])[CH3:15].C1C=CC2N(O)N=NC=2C=1.CCN=C=NCCCN(C)C. The catalyst is CN(C=O)C.C1COCC1.C(N(CC)CC)C. The yield is 1.00. The product is [CH2:14]([NH:16][C:5](=[O:7])[C:4]1[CH:8]=[CH:9][C:10]([N+:11]([O-:13])=[O:12])=[C:2]([OH:1])[CH:3]=1)[CH3:15]. (3) The reactants are F[C:2]1[CH:9]=[C:8]([F:10])[CH:7]=[CH:6][C:3]=1[C:4]#[N:5].[NH2:11][CH:12]1[CH2:17][CH2:16][O:15][CH2:14][CH2:13]1.CCN(C(C)C)C(C)C.[NH4+].[Cl-]. The catalyst is CS(C)=O. The product is [F:10][C:8]1[CH:7]=[CH:6][C:3]([C:4]#[N:5])=[C:2]([NH:11][CH:12]2[CH2:17][CH2:16][O:15][CH2:14][CH2:13]2)[CH:9]=1. The yield is 0.320. (4) The reactants are [Br:1][C:2]1[CH:10]=[CH:9][C:8]([O:11][CH3:12])=[CH:7][C:3]=1[C:4](O)=[O:5].B. The catalyst is C1COCC1. The product is [Br:1][C:2]1[CH:10]=[CH:9][C:8]([O:11][CH3:12])=[CH:7][C:3]=1[CH2:4][OH:5]. The yield is 0.960. (5) The reactants are C([N:8]1[CH2:12][C@H:11]([CH2:13][CH3:14])[C@H:10]([C:15]([O:17][CH2:18][CH3:19])=[O:16])[CH2:9]1)C1C=CC=CC=1. The catalyst is CCO. The product is [CH2:13]([C@H:11]1[CH2:12][NH:8][CH2:9][C@H:10]1[C:15]([O:17][CH2:18][CH3:19])=[O:16])[CH3:14]. The yield is 0.790. (6) The reactants are [CH:1]1[C:10]2[C:5](=[CH:6][CH:7]=[CH:8][CH:9]=2)[CH:4]=[CH:3][C:2]=1[OH:11].F[C:13]1[CH:18]=[CH:17][C:16]([F:19])=[CH:15][C:14]=1[N+:20]([O-:22])=[O:21].[F:23][C:24]1[CH:25]=[CH:26][C:27]([O:31][C:32]2[CH:41]=[CH:40][C:39]3[C:34](=[CH:35][CH:36]=[CH:37][CH:38]=3)[CH:33]=2)=[C:28]([CH:30]=1)[NH2:29].[NH2:42][C:43]1[S:44][CH:45]=[CH:46][N:47]=1. No catalyst specified. The product is [F:19][C:16]1[CH:17]=[CH:18][C:13]([O:11][C:2]2[CH:3]=[CH:4][C:5]3[C:10](=[CH:9][CH:8]=[CH:7][CH:6]=3)[CH:1]=2)=[C:14]([N+:20]([O-:22])=[O:21])[CH:15]=1.[F:23][C:24]1[CH:25]=[CH:26][C:27]([O:31][C:32]2[CH:41]=[CH:40][C:39]3[C:34](=[CH:35][CH:36]=[CH:37][CH:38]=3)[CH:33]=2)=[C:28]([NH:29][C:2]([NH:42][C:43]2[S:44][CH:45]=[CH:46][N:47]=2)=[O:11])[CH:30]=1. The yield is 0.800. (7) The product is [Br:14][C:10]1[CH:9]=[C:8]([CH:6]([N:4]([CH:1]2[CH2:3][CH2:2]2)[C:17](=[O:18])[O:19][C:20]([CH3:23])([CH3:22])[CH3:21])[CH3:5])[CH:13]=[CH:12][CH:11]=1. The reactants are [CH:1]1([NH2:4])[CH2:3][CH2:2]1.[CH3:5][C:6]([C:8]1[CH:13]=[CH:12][CH:11]=[C:10]([Br:14])[CH:9]=1)=O.[BH4-].[Na+].[C:17](O[C:17]([O:19][C:20]([CH3:23])([CH3:22])[CH3:21])=[O:18])([O:19][C:20]([CH3:23])([CH3:22])[CH3:21])=[O:18].C(O)(=O)CC(CC(O)=O)(C(O)=O)O. The catalyst is CO.O1CCCC1. The yield is 0.920. (8) The reactants are [F:1][C:2]([F:27])([F:26])[O:3][C:4]1[CH:9]=[CH:8][C:7]([N:10]2[C:14]3[CH:15]=[CH:16][C:17]4[CH:22]=[C:21]([C:23](=O)[CH3:24])[CH:20]=[CH:19][C:18]=4[C:13]=3[N:12]=[CH:11]2)=[CH:6][CH:5]=1.[NH2:28][NH:29][C:30]([NH:32][C:33]1[C:38]([CH3:39])=[CH:37][CH:36]=[CH:35][C:34]=1[CH3:40])=[S:31]. The catalyst is C(O)C. The product is [CH3:39][C:38]1[CH:37]=[CH:36][CH:35]=[C:34]([CH3:40])[C:33]=1[NH:32][C:30]([NH:29]/[N:28]=[C:23](/[C:21]1[CH:20]=[CH:19][C:18]2[C:13]3[N:12]=[CH:11][N:10]([C:7]4[CH:6]=[CH:5][C:4]([O:3][C:2]([F:27])([F:1])[F:26])=[CH:9][CH:8]=4)[C:14]=3[CH:15]=[CH:16][C:17]=2[CH:22]=1)\[CH3:24])=[S:31]. The yield is 0.390.